The task is: Predict the reaction yield, written as a fraction of the theoretical maximum amount of product (1.0 means a 100% yield; for example, 0.34 means a 34% yield).. This data is from Reaction yield outcomes from USPTO patents with 853,638 reactions. The reactants are [Cl:1][C:2]1[CH:3]=[CH:4][C:5]2[O:11][C:10]3[CH:12]=[CH:13][CH:14]=[CH:15][C:9]=3[CH2:8][C:7](=O)[C:6]=2[CH:17]=1.C[Si]([N:22]=[C:23]=[N:24][Si](C)(C)C)(C)C. The catalyst is C(Cl)Cl.Cl[Ti](Cl)(Cl)Cl. The product is [Cl:1][C:2]1[CH:3]=[CH:4][C:5]2[O:11][C:10]3[CH:12]=[CH:13][CH:14]=[CH:15][C:9]=3[CH2:8]/[C:7](=[N:24]\[C:23]#[N:22])/[C:6]=2[CH:17]=1. The yield is 0.680.